Task: Predict the reactants needed to synthesize the given product.. Dataset: Full USPTO retrosynthesis dataset with 1.9M reactions from patents (1976-2016) (1) Given the product [CH3:31][O:30][CH2:29][CH2:28][CH2:27][CH2:26][C:25]1[N:24]([C:32]2[CH:37]=[CH:36][CH:35]=[CH:34][C:33]=2[CH3:38])[N:23]=[N:22][C:21]=1[C:19]([N:14]([CH2:15][CH:16]([CH3:17])[CH3:18])[C@@H:12]1[CH2:13][N:8]([C:6]([O:5][C:1]([CH3:3])([CH3:2])[CH3:4])=[O:7])[CH2:9][C@H:10]([C:39]([O:41][CH2:43][C:44]2[O:45][C:46](=[O:50])[O:47][C:48]=2[CH3:49])=[O:40])[CH2:11]1)=[O:20], predict the reactants needed to synthesize it. The reactants are: [C:1]([O:5][C:6]([N:8]1[CH2:13][C@@H:12]([N:14]([C:19]([C:21]2[N:22]=[N:23][N:24]([C:32]3[CH:37]=[CH:36][CH:35]=[CH:34][C:33]=3[CH3:38])[C:25]=2[CH2:26][CH2:27][CH2:28][CH2:29][O:30][CH3:31])=[O:20])[CH2:15][CH:16]([CH3:18])[CH3:17])[CH2:11][C@@H:10]([C:39]([OH:41])=[O:40])[CH2:9]1)=[O:7])([CH3:4])([CH3:3])[CH3:2].O[CH2:43][C:44]1[O:45][C:46](=[O:50])[O:47][C:48]=1[CH3:49].C1(C)C(S(Cl)(=O)=O)=CC=CC=1.C(=O)([O-])[O-].[K+].[K+].C(O)(=O)CC(CC(O)=O)(C(O)=O)O. (2) Given the product [CH2:18]([N:8]([CH2:1][C:2]1[CH:7]=[CH:6][CH:5]=[CH:4][CH:3]=1)[C:9]1([C:12](=[O:13])[CH3:25])[CH2:11][CH2:10]1)[C:19]1[CH:24]=[CH:23][CH:22]=[CH:21][CH:20]=1, predict the reactants needed to synthesize it. The reactants are: [CH2:1]([N:8]([CH2:18][C:19]1[CH:24]=[CH:23][CH:22]=[CH:21][CH:20]=1)[C:9]1([C:12](N(OC)C)=[O:13])[CH2:11][CH2:10]1)[C:2]1[CH:7]=[CH:6][CH:5]=[CH:4][CH:3]=1.[CH3:25][Li]. (3) Given the product [C:28]([C:8]1[CH:7]=[N:6][N:5]2[CH:31]=[C:2]([C:74]3[CH:75]=[N:76][C:71]([CH2:70][NH:69][C:67](=[O:68])[CH2:66][O:65][CH3:64])=[CH:72][CH:73]=3)[CH:3]=[C:4]2[C:9]=1[NH:10][C@H:11]1[C@@H:15]([CH2:16][CH3:17])[CH2:14][N:13]([C:18]([O:20][CH2:21][C:22]2[CH:23]=[CH:24][CH:25]=[CH:26][CH:27]=2)=[O:19])[CH2:12]1)(=[O:30])[NH2:29], predict the reactants needed to synthesize it. The reactants are: Br[C:2]1[CH:3]=[C:4]2[C:9]([NH:10][C@H:11]3[C@@H:15]([CH2:16][CH3:17])[CH2:14][N:13]([C:18]([O:20][CH2:21][C:22]4[CH:27]=[CH:26][CH:25]=[CH:24][CH:23]=4)=[O:19])[CH2:12]3)=[C:8]([C:28](=[O:30])[NH2:29])[CH:7]=[N:6][N:5]2[CH:31]=1.BrC1C=C2C(Cl)=C(C(N)=O)C=NN2C=1.N[C@H]1[C@@H](CC)CN(C(OCC2C=CC=CC=2)=O)C1.[CH3:64][O:65][CH2:66][C:67]([NH:69][CH2:70][C:71]1[N:76]=[CH:75][C:74](B(O)O)=[CH:73][CH:72]=1)=[O:68].P([O-])([O-])([O-])=O.[K+].[K+].[K+]. (4) The reactants are: [F:1][C:2]1[CH:7]=[CH:6][C:5]([I:8])=[CH:4][C:3]=1[N:9]1[CH:14]=[C:13]([O:15][CH3:16])[C:12](=[O:17])[C:11]([C:18](N(OC)C)=[O:19])=[N:10]1.[CH3:24][Mg+].[Br-]. Given the product [C:18]([C:11]1[C:12](=[O:17])[C:13]([O:15][CH3:16])=[CH:14][N:9]([C:3]2[CH:4]=[C:5]([I:8])[CH:6]=[CH:7][C:2]=2[F:1])[N:10]=1)(=[O:19])[CH3:24], predict the reactants needed to synthesize it. (5) Given the product [CH:14]([CH:10]1[NH:11][CH2:12][CH2:13][N:8]([C:5]2[N:4]=[N:3][C:2]([C:25]([N:24]3[CH2:27][CH2:28][CH2:23][CH2:22]3)=[O:33])=[CH:7][CH:6]=2)[CH2:9]1)([CH3:16])[CH3:15], predict the reactants needed to synthesize it. The reactants are: Cl[C:2]1[N:3]=[N:4][C:5]([N:8]2[CH2:13][CH2:12][NH:11][CH:10]([CH:14]([CH3:16])[CH3:15])[CH2:9]2)=[CH:6][CH:7]=1.N1CCCC1.[CH2:22]([N:24]([CH2:27][CH3:28])[CH2:25]C)[CH3:23].ClCCl.[C]=[O:33]. (6) Given the product [NH2:1][C:2]1[CH:10]=[CH:9][C:5]([C:6]([N:13]2[CH2:18][CH2:17][CH2:16][C@@H:15]3[C:19]4[CH:20]=[CH:21][CH:22]=[CH:23][C:24]=4[CH2:25][C@H:14]23)=[O:8])=[CH:4][C:3]=1[O:11][CH3:12], predict the reactants needed to synthesize it. The reactants are: [NH2:1][C:2]1[CH:10]=[CH:9][C:5]([C:6]([OH:8])=O)=[CH:4][C:3]=1[O:11][CH3:12].[NH:13]1[CH2:18][CH2:17][CH2:16][C@@H:15]2[C:19]3[CH:20]=[CH:21][CH:22]=[CH:23][C:24]=3[CH2:25][C@H:14]12.F[P-](F)(F)(F)(F)F.N1(OC(N(C)C)=[N+](C)C)C2N=CC=CC=2N=N1. (7) The reactants are: [OH:1][CH2:2][CH:3]([C:10]1[CH:11]=[C:12]2[C:16](=[CH:17][CH:18]=1)[NH:15][C:14]([C:19]#[N:20])=[CH:13]2)[C:4]1[CH:9]=[CH:8][CH:7]=[CH:6][CH:5]=1.[CH3:21][S:22](Cl)(=[O:24])=[O:23].C(N(CC)CC)C. Given the product [C:19]([C:14]1[NH:15][C:16]2[C:12]([CH:13]=1)=[CH:11][C:10]([CH:3]([C:4]1[CH:5]=[CH:6][CH:7]=[CH:8][CH:9]=1)[CH2:2][O:1][S:22]([CH3:21])(=[O:24])=[O:23])=[CH:18][CH:17]=2)#[N:20], predict the reactants needed to synthesize it. (8) Given the product [C:23]([N:19]1[CH2:20][CH2:21][NH:22][C@@:17]([CH3:16])([C:11](=[O:13])[C:10]([C:3]2[C:4]3[C:9](=[N:8][CH:7]=[CH:6][CH:5]=3)[NH:1][CH:2]=2)=[O:14])[CH2:18]1)(=[O:30])[C:24]1[CH:25]=[CH:26][CH:27]=[CH:28][CH:29]=1, predict the reactants needed to synthesize it. The reactants are: [NH:1]1[C:9]2[C:4](=[CH:5][CH:6]=[CH:7][N:8]=2)[C:3]([C:10](=[O:14])[C:11]([O-:13])=O)=[CH:2]1.[K+].[CH3:16][C@H:17]1[NH:22][CH2:21][CH2:20][N:19]([C:23](=[O:30])[C:24]2[CH:29]=[CH:28][CH:27]=[CH:26][CH:25]=2)[CH2:18]1.C(OP(ON1C(=O)C2C=CC=CC=2N=N1)(OCC)=O)C.CCN(C(C)C)C(C)C. (9) Given the product [Cl:9][C:10]1[CH:11]=[CH:12][C:13](/[C:16](=[N:1]\[CH2:2][CH2:3][CH2:4][S:5]([NH2:8])(=[O:7])=[O:6])/[C:17]2[CH:22]=[C:21]([F:23])[CH:20]=[CH:19][C:18]=2[OH:24])=[CH:14][CH:15]=1, predict the reactants needed to synthesize it. The reactants are: [NH2:1][CH2:2][CH2:3][CH2:4][S:5]([NH2:8])(=[O:7])=[O:6].[Cl:9][C:10]1[CH:15]=[CH:14][C:13]([C:16](=O)[C:17]2[CH:22]=[C:21]([F:23])[CH:20]=[CH:19][C:18]=2[OH:24])=[CH:12][CH:11]=1.